This data is from Reaction yield outcomes from USPTO patents with 853,638 reactions. The task is: Predict the reaction yield, written as a fraction of the theoretical maximum amount of product (1.0 means a 100% yield; for example, 0.34 means a 34% yield). (1) The reactants are [F:1][CH:2]([F:33])[C:3]1[N:7]([CH2:8][C:9]2[C:18]3[C:13](=[CH:14][CH:15]=[CH:16][CH:17]=3)[CH:12]=[CH:11][CH:10]=2)[C:6]2[CH:19]=[C:20]([N:27]3[CH2:32][CH2:31][O:30][CH2:29][CH2:28]3)[CH:21]=[C:22]([C:23]([O:25]C)=[O:24])[C:5]=2[N:4]=1.[Li+].[OH-]. The catalyst is C1COCC1. The product is [F:33][CH:2]([F:1])[C:3]1[N:7]([CH2:8][C:9]2[C:18]3[C:13](=[CH:14][CH:15]=[CH:16][CH:17]=3)[CH:12]=[CH:11][CH:10]=2)[C:6]2[CH:19]=[C:20]([N:27]3[CH2:32][CH2:31][O:30][CH2:29][CH2:28]3)[CH:21]=[C:22]([C:23]([OH:25])=[O:24])[C:5]=2[N:4]=1. The yield is 0.660. (2) The reactants are [C:1]([NH:4][NH:5][C:6](=O)[C:7]1[CH:12]=[C:11]([CH2:13][O:14][Si:15]([C:28]([CH3:31])([CH3:30])[CH3:29])([C:22]2[CH:27]=[CH:26][CH:25]=[CH:24][CH:23]=2)[C:16]2[CH:21]=[CH:20][CH:19]=[CH:18][CH:17]=2)[C:10]([F:32])=[N:9][C:8]=1[F:33])(=O)[CH3:2].P12(SP3(SP(SP(S3)(S1)=S)(=S)S2)=S)=[S:36].C[Si](C)(C)O[Si](C)(C)C.C([O-])([O-])=O.[K+].[K+]. The catalyst is C1(C)C=CC=CC=1.CC(C)=O.ClCCl.CCCCCC. The product is [Si:15]([O:14][CH2:13][C:11]1[CH:12]=[C:7]([C:6]2[S:36][C:1]([CH3:2])=[N:4][N:5]=2)[C:8]([F:33])=[N:9][C:10]=1[F:32])([C:28]([CH3:31])([CH3:30])[CH3:29])([C:22]1[CH:27]=[CH:26][CH:25]=[CH:24][CH:23]=1)[C:16]1[CH:21]=[CH:20][CH:19]=[CH:18][CH:17]=1. The yield is 0.330. (3) The reactants are [OH:1][C:2]1[CH:7]=[C:6]([CH3:8])[C:5]([NH:9][CH:10]=[O:11])=[C:4]([CH3:12])[C:3]=1[CH3:13].Br[CH2:15]/[CH:16]=[CH:17]/[C:18]1[CH:23]=[CH:22][C:21]([CH:24]([CH3:26])[CH3:25])=[CH:20][CH:19]=1. The catalyst is C(OCC)(=O)C.CCCCCC. The product is [CH:24]([C:21]1[CH:20]=[CH:19][C:18](/[CH:17]=[CH:16]/[CH2:15][O:1][C:2]2[CH:7]=[C:6]([CH3:8])[C:5]([NH:9][CH:10]=[O:11])=[C:4]([CH3:12])[C:3]=2[CH3:13])=[CH:23][CH:22]=1)([CH3:26])[CH3:25]. The yield is 0.590.